From a dataset of Full USPTO retrosynthesis dataset with 1.9M reactions from patents (1976-2016). Predict the reactants needed to synthesize the given product. Given the product [ClH:14].[I:1][C:2]1[CH:8]=[CH:7][CH:6]=[CH:5][C:3]=1[NH:4][NH2:9], predict the reactants needed to synthesize it. The reactants are: [I:1][C:2]1[CH:8]=[CH:7][CH:6]=[CH:5][C:3]=1[NH2:4].[N:9]([O-])=O.[Na+].[Sn](Cl)[Cl:14].